Dataset: Experimentally validated miRNA-target interactions with 360,000+ pairs, plus equal number of negative samples. Task: Binary Classification. Given a miRNA mature sequence and a target amino acid sequence, predict their likelihood of interaction. (1) The miRNA is hsa-miR-5584-3p with sequence UAGUUCUUCCCUUUGCCCAAUU. The protein sequence of the target gene is MVRIQRRKLLASCLCVTATVFLLVTLQVMVELGKFERKEFKSSSLQDGHTKMEEAPTHLNSFLKKEGLTFNRKRKWELDSYPIMLWWSPLTGETGRLGQCGADACFFTINRTYLHHHMTKAFLFYGTDFNIDSLPLPRKAHHDWAVFHEESPKNNYKLFHKPVITLFNYTATFSRHSHLPLTTQYLESIEVLKSLRYLVPLQSKNKLRKRLAPLVYVQSDCDPPSDRDSYVRELMTYIEVDSYGECLRNKDLPQQLKNPASMDADGFYRIIAQYKFILAFENAVCDDYITEKFWRPLKLG.... Result: 1 (interaction). (2) The miRNA is mmu-miR-764-5p with sequence GGUGCUCACAUGUCCUCCU. The protein sequence of the target gene is MKVHIHTKFCLICLLTFIFHHCNHCHEDHDHGPEELHRHHRGMTESESSKFSVQDAENEKKYYIEKLFDRYGENGRLSFFGLEKLLTNLGLGEIKVVEINHEDLGHDHVSHLDILAVQEGKHFHSHTHQHFHNHLNAENHTTTSVTSKRNHKCDPEKEAAELPIKADDKHLHDRNHRFHHRHRLHHHLDHNTTRHVHNDSVAHSEHGEPGHSPSPETNKTQEQSEVKSVKVRRKEKGKRKKENSEVNTPGFLPNHDHSEQYEHNRVHKLDRVHSPGHPHAHLPEHSGHELGHGHQELDPD.... Result: 0 (no interaction). (3) The miRNA is mmu-miR-204-5p with sequence UUCCCUUUGUCAUCCUAUGCCU. The protein sequence of the target gene is MCHVIVTCRSMLWTLLSIVVAFAELIAFMSADWLIGKARSRGGVEPAGPGGGSPEPYHPTLGIYARCIRNPGVQHFQRDTLCGPYAESFGEIASGFWQATAIFLAVGIFILCMVALVSVFTMCVQSIMKKSIFNVCGLLQGIAGLFLILGLILYPAGWGCQKAIDYCGHYASAYKPGDCSLGWAFYTAIGGTVLTFICAVFSAQAEIATSSDKVQEEIEEGKNLICLL. Result: 0 (no interaction). (4) The miRNA is hsa-miR-6508-5p with sequence UCUAGAAAUGCAUGACCCACC. The protein sequence of the target gene is MTHCCSPCCQPTCCRTTCWKPTTVTTCSSTPCCQPSCCVSSCCQPCCRPTCCQNTCCQPICVTSCCQPSCCSTPCCQPTCCGQTSCGSSCGQSSSCAPVYCRRTCYHPTTVCLPGCLNQSCGSNCCQPCCRPACCETTCCRTTCFQPTCVSSCCQPSCC. Result: 0 (no interaction).